From a dataset of Full USPTO retrosynthesis dataset with 1.9M reactions from patents (1976-2016). Predict the reactants needed to synthesize the given product. (1) Given the product [F:8][C:7]1[CH:6]=[C:5]([C:9]2[O:10][C:11]([C:14]3[C:15]([C:20]4[CH:21]=[CH:22][CH:23]=[CH:24][CH:25]=4)=[N:16][O:17][C:18]=3[CH3:19])=[N:12][N:13]=2)[C:4]([O:26][CH3:27])=[CH:3][C:2]=1[NH:31][CH2:30][CH2:28][OH:29], predict the reactants needed to synthesize it. The reactants are: F[C:2]1[C:7]([F:8])=[CH:6][C:5]([C:9]2[O:10][C:11]([C:14]3[C:15]([C:20]4[CH:25]=[CH:24][CH:23]=[CH:22][CH:21]=4)=[N:16][O:17][C:18]=3[CH3:19])=[N:12][N:13]=2)=[C:4]([O:26][CH3:27])[CH:3]=1.[CH2:28]([CH2:30][NH2:31])[OH:29]. (2) Given the product [N:12]1[N:13]2[CH:18]=[CH:17][N:16]=[CH:15][C:14]2=[C:10]([C:7]2[N:6]=[C:5]([NH:19][CH:20]3[CH2:21][CH2:22][O:23][CH2:24][CH2:25]3)[C:4]([NH2:1])=[CH:9][N:8]=2)[CH:11]=1, predict the reactants needed to synthesize it. The reactants are: [N+:1]([C:4]1[C:5]([NH:19][CH:20]2[CH2:25][CH2:24][O:23][CH2:22][CH2:21]2)=[N:6][C:7]([C:10]2[CH:11]=[N:12][N:13]3[CH:18]=[CH:17][N:16]=[CH:15][C:14]=23)=[N:8][CH:9]=1)([O-])=O. (3) Given the product [F:33][C:18]([F:17])([F:32])[C:19]1[CH:20]=[C:21]([C:25]2[O:29][C:28]([CH:30]=[C:6]3[S:5][C:4](=[S:7])[N:3]([CH:8]4[CH2:13][CH2:12][CH2:11][CH:10]([C:14]([OH:16])=[O:15])[CH2:9]4)[C:2]3=[O:1])=[CH:27][CH:26]=2)[CH:22]=[CH:23][CH:24]=1, predict the reactants needed to synthesize it. The reactants are: [O:1]=[C:2]1[CH2:6][S:5][C:4](=[S:7])[N:3]1[CH:8]1[CH2:13][CH2:12][CH2:11][CH:10]([C:14]([OH:16])=[O:15])[CH2:9]1.[F:17][C:18]([F:33])([F:32])[C:19]1[CH:20]=[C:21]([C:25]2[O:29][C:28]([CH:30]=O)=[CH:27][CH:26]=2)[CH:22]=[CH:23][CH:24]=1.C(O)C. (4) Given the product [NH2:1][C:2]1[CH:7]=[C:6]([C:8]2[C:9]([C:20]3[CH:25]=[CH:24][CH:23]=[C:22]([F:26])[CH:21]=3)=[N:10][N:11]([C:13]3[CH2:18][CH2:17][C:16](=[O:19])[NH:15][N:14]=3)[CH:12]=2)[CH:5]=[CH:4][N:3]=1, predict the reactants needed to synthesize it. The reactants are: [NH2:1][C:2]1[CH:7]=[C:6]([C:8]2[C:9]([C:20]3[CH:25]=[CH:24][CH:23]=[C:22]([F:26])[CH:21]=3)=[N:10][N:11]([C:13]3[CH:18]=[CH:17][C:16](=[O:19])[NH:15][N:14]=3)[CH:12]=2)[CH:5]=[CH:4][N:3]=1.NC1C=C(C2C(C3C=CC=CC=3)=NN(C3C=CC(=O)NN=3)C=2)C=CN=1. (5) Given the product [Br:1][C:2]1[CH:7]=[C:6]([CH:5]=[CH:4][C:3]=1[O:10][C:11]1[CH:16]=[CH:15][C:14]([F:17])=[CH:13][C:12]=1[F:18])[CH2:8][S:21][CH2:19][CH3:20], predict the reactants needed to synthesize it. The reactants are: [Br:1][C:2]1[CH:7]=[C:6]([CH2:8]Br)[CH:5]=[CH:4][C:3]=1[O:10][C:11]1[CH:16]=[CH:15][C:14]([F:17])=[CH:13][C:12]=1[F:18].[CH2:19]([S-:21])[CH3:20].[Na+]. (6) Given the product [OH:13][C:14]1[C:15]([C:6](=[O:7])[CH3:5])=[C:16]([O:24][CH3:25])[C:17]([O:22][CH3:23])=[C:18]([O:20][CH3:21])[CH:19]=1, predict the reactants needed to synthesize it. The reactants are: B(F)(F)F.[CH3:5][CH2:6][O:7]CC.C([O:13][C:14]1[CH:19]=[C:18]([O:20][CH3:21])[C:17]([O:22][CH3:23])=[C:16]([O:24][CH3:25])[CH:15]=1)(=O)C. (7) Given the product [CH2:13]([N:10]1[CH2:9][CH2:8][C:7]2[CH:16]=[CH:17][C:4]([NH2:1])=[CH:5][C:6]=2[CH2:12][CH2:11]1)[CH2:14][CH3:15], predict the reactants needed to synthesize it. The reactants are: [N+:1]([C:4]1[CH:17]=[CH:16][C:7]2[CH2:8][CH2:9][N:10]([CH2:13][CH2:14][CH3:15])[CH2:11][CH2:12][C:6]=2[CH:5]=1)([O-])=O.[H][H]. (8) Given the product [CH3:28][C:27]1[C:19]([S:18][C:9]2[NH:8][C:16]3[CH:15]=[CH:14][N:13]=[C:12]([NH2:17])[C:11]=3[N:10]=2)=[CH:20][C:21]2[O:25][CH2:24][O:23][C:22]=2[CH:26]=1, predict the reactants needed to synthesize it. The reactants are: COC1C=CC(C[N:8]2[C:16]3[CH:15]=[CH:14][N:13]=[C:12]([NH2:17])[C:11]=3[N:10]=[C:9]2[S:18][C:19]2[C:27]([CH3:28])=[CH:26][C:22]3[O:23][CH2:24][O:25][C:21]=3[CH:20]=2)=CC=1.